From a dataset of Full USPTO retrosynthesis dataset with 1.9M reactions from patents (1976-2016). Predict the reactants needed to synthesize the given product. (1) Given the product [Cl:22][C:19]1[CH:18]=[CH:17][C:16]([C:13]2[CH:14]=[CH:15][C:10]([C:2]([CH3:9])=[CH:3][C:4]([O:6][CH2:7][CH3:8])=[O:5])=[CH:11][CH:12]=2)=[CH:21][CH:20]=1, predict the reactants needed to synthesize it. The reactants are: O[C:2]([C:10]1[CH:15]=[CH:14][C:13]([C:16]2[CH:21]=[CH:20][C:19]([Cl:22])=[CH:18][CH:17]=2)=[CH:12][CH:11]=1)([CH3:9])[CH2:3][C:4]([O:6][CH2:7][CH3:8])=[O:5].C1(C)C=CC(S(O)(=O)=O)=CC=1.C([O-])(O)=O.[Na+]. (2) Given the product [CH:5]1([C:8]2[CH:13]=[C:12]([C:14]([O:16][CH3:17])=[O:15])[C:11]([O:18][CH2:2][O:3][CH3:4])=[CH:10][C:9]=2[C:19]2[CH:24]=[CH:23][C:22]([F:25])=[CH:21][CH:20]=2)[CH2:7][CH2:6]1, predict the reactants needed to synthesize it. The reactants are: Cl[CH2:2][O:3][CH3:4].[CH:5]1([C:8]2[CH:13]=[C:12]([C:14]([O:16][CH3:17])=[O:15])[C:11]([OH:18])=[CH:10][C:9]=2[C:19]2[CH:24]=[CH:23][C:22]([F:25])=[CH:21][CH:20]=2)[CH2:7][CH2:6]1.C(=O)([O-])[O-].[K+].[K+].CN(C=O)C.